Dataset: Reaction yield outcomes from USPTO patents with 853,638 reactions. Task: Predict the reaction yield, written as a fraction of the theoretical maximum amount of product (1.0 means a 100% yield; for example, 0.34 means a 34% yield). The reactants are [N+:1]([C:4]1[CH:5]=[C:6]2[C:10](=[CH:11][CH:12]=1)[CH2:9][NH:8][CH2:7]2)([O-:3])=[O:2].CC(O)=O.[C:17]([Si:21]([CH3:27])([CH3:26])[O:22][CH2:23][CH:24]=O)([CH3:20])([CH3:19])[CH3:18].[BH3-]C#N.[Na+]. The catalyst is CO. The product is [Si:21]([O:22][CH2:23][CH2:24][N:8]1[CH2:7][C:6]2[C:10](=[CH:11][CH:12]=[C:4]([N+:1]([O-:3])=[O:2])[CH:5]=2)[CH2:9]1)([C:17]([CH3:20])([CH3:19])[CH3:18])([CH3:27])[CH3:26]. The yield is 0.764.